Dataset: Reaction yield outcomes from USPTO patents with 853,638 reactions. Task: Predict the reaction yield, written as a fraction of the theoretical maximum amount of product (1.0 means a 100% yield; for example, 0.34 means a 34% yield). The reactants are [CH:1]1([N:6]2[C:11]3[N:12]=[C:13]([NH:17][C:18]4[CH:26]=[CH:25][C:21]([C:22]([OH:24])=O)=[CH:20][CH:19]=4)[N:14]=[C:15]([CH3:16])[C:10]=3[CH:9]=[CH:8][C:7]2=[O:27])[CH2:5][CH2:4][CH2:3][CH2:2]1.[CH2:28]([NH2:30])[CH3:29]. No catalyst specified. The product is [CH:1]1([N:6]2[C:11]3[N:12]=[C:13]([NH:17][C:18]4[CH:19]=[CH:20][C:21]([C:22]([NH:30][CH2:28][CH3:29])=[O:24])=[CH:25][CH:26]=4)[N:14]=[C:15]([CH3:16])[C:10]=3[CH:9]=[CH:8][C:7]2=[O:27])[CH2:5][CH2:4][CH2:3][CH2:2]1. The yield is 0.130.